Task: Predict the reaction yield, written as a fraction of the theoretical maximum amount of product (1.0 means a 100% yield; for example, 0.34 means a 34% yield).. Dataset: Reaction yield outcomes from USPTO patents with 853,638 reactions The reactants are Br[CH:2]=[CH:3][CH2:4][CH2:5][CH2:6][CH2:7][CH2:8][CH2:9][CH2:10][CH2:11][CH2:12][CH2:13][CH2:14][CH2:15][CH2:16][CH2:17][CH3:18].Br[CH2:20][CH2:21][CH2:22][CH:23]=[CH2:24].BrCCCCCCCCCCCCBr. The catalyst is [Cu].[Li]. The product is [CH2:2]=[CH:3][CH2:4][CH2:5][CH2:6][CH2:7][CH2:8][CH2:9][CH2:10][CH2:11][CH2:12][CH2:13][CH2:14][CH2:15][CH2:16][CH2:17][CH2:18][CH2:24][CH2:23][CH2:22][CH:21]=[CH2:20]. The yield is 0.660.